This data is from Full USPTO retrosynthesis dataset with 1.9M reactions from patents (1976-2016). The task is: Predict the reactants needed to synthesize the given product. (1) Given the product [NH:13]([CH2:14][CH2:15][CH2:16][C@H:17]1[C:20](=[O:21])[N:19]([C:22](=[O:30])[NH:23][C:24]2[CH:29]=[CH:28][CH:27]=[CH:26][CH:25]=2)[C@@H:18]1[C:31]([OH:33])=[O:32])[C:12]([NH2:41])=[NH:11], predict the reactants needed to synthesize it. The reactants are: C1(CCC(/[N:11]=[C:12](/[NH:41]C(=O)CCC2C=CC=CC=2)\[NH:13][CH2:14][CH2:15][CH2:16][C@H:17]2[C:20](=[O:21])[N:19]([C:22](=[O:30])[NH:23][C:24]3[CH:29]=[CH:28][CH:27]=[CH:26][CH:25]=3)[C@@H:18]2[C:31]([O:33]CC2C=CC=CC=2)=[O:32])=O)C=CC=CC=1. (2) Given the product [O:24]=[C:18]1[CH:17]([N:16]2[C:4](=[O:14])[C:5]3[C:10](=[CH:9][CH:8]=[C:7]([C:11]([OH:13])=[O:12])[CH:6]=3)[C:2]2=[O:3])[CH2:22][CH2:21][C:20](=[O:23])[NH:19]1, predict the reactants needed to synthesize it. The reactants are: O=[C:2]1[C:10]2[C:5](=[CH:6][C:7]([C:11]([OH:13])=[O:12])=[CH:8][CH:9]=2)[C:4](=[O:14])[O:3]1.Cl.[NH2:16][CH:17]1[CH2:22][CH2:21][C:20](=[O:23])[NH:19][C:18]1=[O:24].C(O)(=O)C. (3) Given the product [NH2:39][C:4]1[CH:9]=[C:8]([O:10][C:11]2[CH:16]=[CH:15][C:14]([NH:17][C:18]([C:20]3[C:21](=[O:35])[N:22]([C:29]4[CH:34]=[CH:33][CH:32]=[CH:31][CH:30]=4)[N:23]4[CH2:28][CH2:27][O:26][CH2:25][C:24]=34)=[O:19])=[CH:13][C:12]=2[F:36])[CH:7]=[CH:6][N:5]=1, predict the reactants needed to synthesize it. The reactants are: C([C:4]1[CH:9]=[C:8]([O:10][C:11]2[CH:16]=[CH:15][C:14]([NH:17][C:18]([C:20]3[C:21](=[O:35])[N:22]([C:29]4[CH:34]=[CH:33][CH:32]=[CH:31][CH:30]=4)[N:23]4[CH2:28][CH2:27][O:26][CH2:25][C:24]=34)=[O:19])=[CH:13][C:12]=2[F:36])[CH:7]=[CH:6][N:5]=1)(=O)N.CC#[N:39].O.C(OI(C1C=CC=CC=1)OC(=O)C)(=O)C. (4) Given the product [NH2:1][C:2]1[CH:7]=[C:6]([N:8]2[CH2:13][CH2:12][N:11]([CH3:14])[CH2:10][CH2:9]2)[N:5]=[CH:4][C:3]=1[CH:15]=[O:16], predict the reactants needed to synthesize it. The reactants are: [NH2:1][C:2]1[CH:7]=[C:6]([N:8]2[CH2:13][CH2:12][N:11]([CH3:14])[CH2:10][CH2:9]2)[N:5]=[CH:4][C:3]=1[CH2:15][OH:16]. (5) The reactants are: [CH:1]([O:4][C:5]1[CH:6]=[C:7]([CH2:11][C:12]([O:14]C(C)C)=[O:13])[CH:8]=[CH:9][CH:10]=1)([CH3:3])[CH3:2].O.[OH-].[Li+]. Given the product [CH:1]([O:4][C:5]1[CH:6]=[C:7]([CH2:11][C:12]([OH:14])=[O:13])[CH:8]=[CH:9][CH:10]=1)([CH3:3])[CH3:2], predict the reactants needed to synthesize it. (6) Given the product [CH2:33]([NH:17][CH2:16][C:6]1([CH2:18][C:19]2[CH:24]=[CH:23][CH:22]=[CH:21][CH:20]=2)[CH2:7][CH2:8][C:9]2([O:10][CH2:11][CH2:12][O:13]2)[CH2:14][CH2:15]1)[CH:29]=[CH2:30], predict the reactants needed to synthesize it. The reactants are: C(CN[C:6]1([C:16]#[N:17])[CH2:15][CH2:14][C:9]2([O:13][CH2:12][CH2:11][O:10]2)[CH2:8][CH2:7]1)C=C.[CH2:18]([Mg]Cl)[C:19]1[CH:24]=[CH:23][CH:22]=[CH:21][CH:20]=1.[Cl-].[NH4+].[CH2:29]1[CH2:33]OC[CH2:30]1. (7) Given the product [Br:1][C:2]1[CH:3]=[C:4]([NH:5][S:21]([CH2:20][CH2:19][N:10]2[CH2:11][CH2:17][O:25][CH2:16][CH2:15]2)(=[O:23])=[O:22])[CH:6]=[C:7]([F:9])[CH:8]=1, predict the reactants needed to synthesize it. The reactants are: [Br:1][C:2]1[CH:3]=[C:4]([CH:6]=[C:7]([F:9])[CH:8]=1)[NH2:5].[N:10]1[C:15]([CH3:16])=CC=C[C:11]=1[CH3:17].Cl[CH2:19][CH2:20][S:21](Cl)(=[O:23])=[O:22].[OH2:25]. (8) Given the product [N:1]1([C:6]2[C:11]([CH:12]3[CH2:13][CH:28]3[C:27]([O:26][CH2:24][CH3:25])=[O:31])=[CH:10][CH:9]=[C:8]([C:14]([F:17])([F:15])[F:16])[N:7]=2)[CH2:2][CH2:3][CH2:4][CH2:5]1, predict the reactants needed to synthesize it. The reactants are: [N:1]1([C:6]2[C:11]([CH:12]=[CH2:13])=[CH:10][CH:9]=[C:8]([C:14]([F:17])([F:16])[F:15])[N:7]=2)[CH2:5][CH2:4][CH2:3][CH2:2]1.CN1C=CN=C1.[CH2:24]([O:26][C:27](=[O:31])[CH:28]=[N+]=[N-])[CH3:25]. (9) Given the product [CH3:25][O:26][C:2](=[O:3])[NH:1][CH2:4][C@@:5]1([CH2:11][C:12]2[CH:13]=[CH:14][CH:15]=[CH:16][CH:17]=2)[CH2:9][CH2:8][C@@H:7]([CH3:10])[CH2:6]1, predict the reactants needed to synthesize it. The reactants are: [N:1]([CH2:4][C@@:5]1([CH2:11][C:12]2[CH:17]=[CH:16][CH:15]=[CH:14][CH:13]=2)[CH2:9][CH2:8][C@@H:7]([CH3:10])[CH2:6]1)=[C:2]=[O:3].C1(C)C=CC=CC=1.[CH3:25][OH:26].